From a dataset of Reaction yield outcomes from USPTO patents with 853,638 reactions. Predict the reaction yield, written as a fraction of the theoretical maximum amount of product (1.0 means a 100% yield; for example, 0.34 means a 34% yield). (1) The reactants are [CH3:1][O:2][C:3]1[CH:13]=[CH:12][C:6]([O:7][CH2:8][C:9]([OH:11])=O)=[CH:5][CH:4]=1.[NH2:14][CH2:15][CH:16]([OH:28])[CH2:17][N:18]1[CH2:27][CH2:26][C:25]2[C:20](=[CH:21][CH:22]=[CH:23][CH:24]=2)[CH2:19]1.C1N(P(Cl)(N2C(=O)OCC2)=O)C(=O)OC1.CCN(C(C)C)C(C)C. The catalyst is C(Cl)Cl. The product is [CH2:19]1[C:20]2[C:25](=[CH:24][CH:23]=[CH:22][CH:21]=2)[CH2:26][CH2:27][N:18]1[CH2:17][CH:16]([OH:28])[CH2:15][NH:14][C:9](=[O:11])[CH2:8][O:7][C:6]1[CH:5]=[CH:4][C:3]([O:2][CH3:1])=[CH:13][CH:12]=1. The yield is 0.0650. (2) The reactants are [F:1][C:2]([F:17])([F:16])[C:3]([F:15])([C:8]1[CH:13]=[CH:12][C:11]([CH3:14])=[CH:10][CH:9]=1)[C:4]([F:7])([F:6])[F:5].BrN1C(=[O:24])CCC1=O.C(OOC(=O)C1C=CC=CC=1)(=O)C1C=CC=CC=1.[N+](C(C)C)([O-])=O.[Na]. The product is [F:15][C:3]([C:8]1[CH:13]=[CH:12][C:11]([CH:14]=[O:24])=[CH:10][CH:9]=1)([C:4]([F:7])([F:6])[F:5])[C:2]([F:16])([F:17])[F:1]. The catalyst is ClC(Cl)(Cl)Cl.C(O)C. The yield is 0.300.